From a dataset of NCI-60 drug combinations with 297,098 pairs across 59 cell lines. Regression. Given two drug SMILES strings and cell line genomic features, predict the synergy score measuring deviation from expected non-interaction effect. Drug 1: C1CN(CCN1C(=O)CCBr)C(=O)CCBr. Drug 2: CCC1(C2=C(COC1=O)C(=O)N3CC4=CC5=C(C=CC(=C5CN(C)C)O)N=C4C3=C2)O.Cl. Cell line: SK-OV-3. Synergy scores: CSS=33.6, Synergy_ZIP=-3.91, Synergy_Bliss=-0.853, Synergy_Loewe=-0.737, Synergy_HSA=-0.661.